This data is from Catalyst prediction with 721,799 reactions and 888 catalyst types from USPTO. The task is: Predict which catalyst facilitates the given reaction. (1) Reactant: [C:1]([O:5][C:6]([C:8]1[CH:9]=[C:10]([CH:39]=[CH:40][CH:41]=1)[CH2:11][N:12]1[C:16](=[O:17])[C:15]2([CH2:22][CH2:21][N:20](C(OCC3C=CC=CC=3)=O)[CH2:19][CH2:18]2)[N:14]([C:33]2[CH:38]=[CH:37][CH:36]=[CH:35][CH:34]=2)[CH2:13]1)=[O:7])([CH3:4])([CH3:3])[CH3:2]. Product: [O:17]=[C:16]1[C:15]2([CH2:22][CH2:21][NH:20][CH2:19][CH2:18]2)[N:14]([C:33]2[CH:34]=[CH:35][CH:36]=[CH:37][CH:38]=2)[CH2:13][N:12]1[CH2:11][C:10]1[CH:9]=[C:8]([CH:41]=[CH:40][CH:39]=1)[C:6]([O:5][C:1]([CH3:4])([CH3:2])[CH3:3])=[O:7]. The catalyst class is: 19. (2) Reactant: [CH3:1][O:2][C:3]1[CH:4]=[C:5]2[C:9](=[CH:10][CH:11]=1)[NH:8][C:7]([C:12]#[N:13])=[CH:6]2.C([O-])([O-])=O.[K+].[K+].Cl[CH2:21][CH2:22][N:23]1[CH2:28][CH2:27][N:26]([CH3:29])[CH2:25][CH2:24]1.CN1C(=O)CCC1. Product: [CH3:1][O:2][C:3]1[CH:4]=[C:5]2[C:9](=[CH:10][CH:11]=1)[N:8]([CH2:21][CH2:22][N:23]1[CH2:28][CH2:27][N:26]([CH3:29])[CH2:25][CH2:24]1)[C:7]([C:12]#[N:13])=[CH:6]2. The catalyst class is: 6.